This data is from Peptide-MHC class I binding affinity with 185,985 pairs from IEDB/IMGT. The task is: Regression. Given a peptide amino acid sequence and an MHC pseudo amino acid sequence, predict their binding affinity value. This is MHC class I binding data. (1) The peptide sequence is LMIIPLINV. The MHC is HLA-B53:01 with pseudo-sequence HLA-B53:01. The binding affinity (normalized) is 0. (2) The peptide sequence is WPTPKTHPV. The MHC is HLA-A29:02 with pseudo-sequence HLA-A29:02. The binding affinity (normalized) is 0.213. (3) The peptide sequence is GTEEIKSLY. The MHC is HLA-B08:03 with pseudo-sequence HLA-B08:03. The binding affinity (normalized) is 0.0847. (4) The peptide sequence is TVRPGNKGY. The MHC is HLA-B15:09 with pseudo-sequence HLA-B15:09. The binding affinity (normalized) is 0.0847. (5) The peptide sequence is RTELTYLQYGW. The MHC is Mamu-B52 with pseudo-sequence Mamu-B52. The binding affinity (normalized) is 0.447.